From a dataset of CYP2C9 substrate classification data from Carbon-Mangels et al.. Regression/Classification. Given a drug SMILES string, predict its absorption, distribution, metabolism, or excretion properties. Task type varies by dataset: regression for continuous measurements (e.g., permeability, clearance, half-life) or binary classification for categorical outcomes (e.g., BBB penetration, CYP inhibition). Dataset: cyp2c9_substrate_carbonmangels. (1) The molecule is Clc1ccc(CO[C@@H](Cn2ccnc2)c2ccc(Cl)cc2Cl)c(Cl)c1. The result is 0 (non-substrate). (2) The compound is CCOCc1nc2c(N)nc3ccccc3c2n1CC(C)(C)O. The result is 0 (non-substrate).